Task: Predict the product of the given reaction.. Dataset: Forward reaction prediction with 1.9M reactions from USPTO patents (1976-2016) (1) Given the reactants I[C:2]1[CH:7]=[CH:6][C:5]([O:8][CH3:9])=[CH:4][C:3]=1[N+:10]([O-:12])=[O:11].C1([Mg]Cl)C=CC=CC=1.[CH:21](=[O:25])[CH:22]([CH3:24])[CH3:23], predict the reaction product. The product is: [CH3:9][O:8][C:5]1[CH:6]=[CH:7][C:2]([CH:21]([OH:25])[CH:22]([CH3:24])[CH3:23])=[C:3]([N+:10]([O-:12])=[O:11])[CH:4]=1. (2) Given the reactants [OH-].[Na+].[Br:3][C:4]1[S:8][C:7]([C:9](OC)=[O:10])=[C:6]([NH:13][CH3:14])[CH:5]=1.Cl.[Cl-].[NH4+].C([N:20](CC)CC)C.ON1C2C=CC=CC=2N=N1.Cl.C(N=C=NCCCN(C)C)C.C([O-])(O)=O.[Na+], predict the reaction product. The product is: [Br:3][C:4]1[S:8][C:7]([C:9]([NH2:20])=[O:10])=[C:6]([NH:13][CH3:14])[CH:5]=1.